This data is from hERG Central: cardiac toxicity at 1µM, 10µM, and general inhibition. The task is: Predict hERG channel inhibition at various concentrations. (1) The compound is Cn1cc(CN2CCC(C(O)c3cccs3)CC2)c(-c2cccc(Cl)c2)n1. Results: hERG_inhib (hERG inhibition (general)): blocker. (2) The molecule is Cc1ccc(/C=N/NC(=O)CN2CCN(S(=O)(=O)c3ccc(Br)cc3)CC2)s1. Results: hERG_inhib (hERG inhibition (general)): blocker. (3) The compound is Cc1cc(Cl)c(OCCOCCN2CCCC(C)C2)c(Br)c1.O=C(O)C(=O)O. Results: hERG_inhib (hERG inhibition (general)): blocker.